This data is from Reaction yield outcomes from USPTO patents with 853,638 reactions. The task is: Predict the reaction yield, written as a fraction of the theoretical maximum amount of product (1.0 means a 100% yield; for example, 0.34 means a 34% yield). The reactants are Cl[C:2](OC1C=CC([N+]([O-])=O)=CC=1)=[O:3].[NH2:14][CH:15]1[CH2:20][CH2:19][CH:18]([C:21]([NH2:23])=[O:22])[CH2:17][CH2:16]1.CCN(C(C)C)C(C)C.CS(O)(=O)=O.[NH2:38][CH2:39][C:40]1[CH:41]=[C:42]2[C:46](=[CH:47][CH:48]=1)[C:45](=[O:49])[N:44]([CH:50]1[CH2:55][CH2:54][C:53](=[O:56])[NH:52][C:51]1=[O:57])[CH2:43]2. The catalyst is CC#N. The product is [O:57]=[C:51]1[CH:50]([N:44]2[CH2:43][C:42]3[C:46](=[CH:47][CH:48]=[C:40]([CH2:39][NH:38][C:2](=[O:3])[NH:14][CH:15]4[CH2:20][CH2:19][CH:18]([C:21]([NH2:23])=[O:22])[CH2:17][CH2:16]4)[CH:41]=3)[C:45]2=[O:49])[CH2:55][CH2:54][C:53](=[O:56])[NH:52]1. The yield is 0.300.